From a dataset of Reaction yield outcomes from USPTO patents with 853,638 reactions. Predict the reaction yield, written as a fraction of the theoretical maximum amount of product (1.0 means a 100% yield; for example, 0.34 means a 34% yield). (1) The catalyst is C(O)(C)C. The reactants are Cl[C:2]1[C:11]2[C:6](=[CH:7][CH:8]=[CH:9][CH:10]=2)[N:5]=[C:4]([CH2:12][F:13])[N:3]=1.[CH3:14][O:15][C:16]1[CH:21]=[CH:20][C:19]([NH:22][CH3:23])=[CH:18][CH:17]=1.Cl.C([O-])(O)=O.[Na+]. The product is [F:13][CH2:12][C:4]1[N:3]=[C:2]([N:22]([C:19]2[CH:20]=[CH:21][C:16]([O:15][CH3:14])=[CH:17][CH:18]=2)[CH3:23])[C:11]2[C:6](=[CH:7][CH:8]=[CH:9][CH:10]=2)[N:5]=1. The yield is 0.0950. (2) The product is [ClH:33].[NH2:8][CH:9]1[CH2:12][N:11]([C:13]([C:15]2[N:16]=[C:17]3[C:22]([C:23]([F:26])([F:24])[F:25])=[CH:21][C:20]([C:27]4[CH:28]=[N:29][NH:30][CH:31]=4)=[CH:19][N:18]3[C:32]=2[Cl:33])=[O:14])[CH2:10]1. The catalyst is O1CCOCC1. The reactants are Cl.C(OC(=O)[NH:8][CH:9]1[CH2:12][N:11]([C:13]([C:15]2[N:16]=[C:17]3[C:22]([C:23]([F:26])([F:25])[F:24])=[CH:21][C:20]([C:27]4[CH:28]=[N:29][NH:30][CH:31]=4)=[CH:19][N:18]3[C:32]=2[Cl:33])=[O:14])[CH2:10]1)(C)(C)C. The yield is 1.00. (3) The reactants are [CH2:1]([O:8][C:9]1[CH:14]=[CH:13][C:12]([CH2:15][CH2:16][CH2:17][CH2:18][CH2:19][S:20](Cl)(=[O:22])=[O:21])=[CH:11][CH:10]=1)[C:2]1[CH:7]=[CH:6][CH:5]=[CH:4][CH:3]=1.[NH4+].[F-:25]. The catalyst is CC(C)=O. The product is [CH2:1]([O:8][C:9]1[CH:14]=[CH:13][C:12]([CH2:15][CH2:16][CH2:17][CH2:18][CH2:19][S:20]([F:25])(=[O:22])=[O:21])=[CH:11][CH:10]=1)[C:2]1[CH:7]=[CH:6][CH:5]=[CH:4][CH:3]=1. The yield is 0.910. (4) The reactants are [CH2:1]([N:3]([CH2:11][C:12]1[CH:13]=[N:14][CH:15]=[C:16]([C:19]2[CH:20]=[C:21]3[C:25](=[CH:26][CH:27]=2)[N:24]([CH:28]2[CH2:33][CH2:32][CH2:31][CH2:30][O:29]2)[N:23]=[C:22]3[C:34]2[NH:35][C:36]([C:39]([NH:41][CH2:42]C3C=NC=CC=3)=[O:40])=[CH:37][N:38]=2)[C:17]=1[CH3:18])[C:4](=[O:10])[O:5][C:6]([CH3:9])([CH3:8])[CH3:7])[CH3:2].C(OC(N(CC1C(C)=C(C2C=C3[C:72](=CC=2)[N:71]([CH:75]2[CH2:80][CH2:79][CH2:78]CO2)N=C3C2NC(C(O)=O)=CN=2)C=NC=1)CC)=O)(C)(C)C.C(N(C(C)C)CC)(C)C.CNC1CN(C)CC1.CN(C(ON1N=NC2C=CC=NC1=2)=[N+](C)C)C.F[P-](F)(F)(F)(F)F. The catalyst is C(Cl)Cl. The product is [CH2:1]([N:3]([CH2:11][C:12]1[CH:13]=[N:14][CH:15]=[C:16]([C:19]2[CH:20]=[C:21]3[C:25](=[CH:26][CH:27]=2)[N:24]([CH:28]2[CH2:33][CH2:32][CH2:31][CH2:30][O:29]2)[N:23]=[C:22]3[C:34]2[NH:35][C:36]([C:39]([N:41]([CH3:42])[CH:80]3[CH2:79][CH2:78][N:71]([CH3:72])[CH2:75]3)=[O:40])=[CH:37][N:38]=2)[C:17]=1[CH3:18])[C:4](=[O:10])[O:5][C:6]([CH3:9])([CH3:7])[CH3:8])[CH3:2]. The yield is 0.150. (5) The reactants are Cl.[Cl:2][C:3]1[C:8]([O:9][C:10]2[C:15]([C:16]([F:19])([F:18])[F:17])=[CH:14][CH:13]=[CH:12][N:11]=2)=[CH:7][C:6]([N:20]=[C:21]2[S:25][C:24](=[O:26])[N:23](C=O)[NH:22]2)=[C:5]([F:29])[CH:4]=1. The catalyst is CO.CC(C)=O. The product is [Cl:2][C:3]1[C:8]([O:9][C:10]2[C:15]([C:16]([F:18])([F:19])[F:17])=[CH:14][CH:13]=[CH:12][N:11]=2)=[CH:7][C:6]([N:20]=[C:21]2[S:25][C:24](=[O:26])[NH:23][NH:22]2)=[C:5]([F:29])[CH:4]=1. The yield is 0.360. (6) The reactants are [NH2:1][C:2]1[CH:7]=[CH:6][C:5]([CH:8]2[CH2:13][C:12](=[O:14])[NH:11][C:10](=[O:15])[CH2:9]2)=[CH:4][C:3]=1[C:16]1[CH2:21][CH2:20][CH2:19][CH2:18][CH:17]=1.C1CN([P+](Br)(N2CCCC2)N2CCCC2)CC1.F[P-](F)(F)(F)(F)F.[K+].[C:47]([C:49]1[N:50]=[C:51]([C:62]([O-])=[O:63])[N:52]([CH2:54][O:55][CH2:56][CH2:57][Si:58]([CH3:61])([CH3:60])[CH3:59])[CH:53]=1)#[N:48].CCN(C(C)C)C(C)C. The catalyst is C(Cl)Cl. The product is [C:16]1([C:3]2[CH:4]=[C:5]([CH:8]3[CH2:9][C:10](=[O:15])[NH:11][C:12](=[O:14])[CH2:13]3)[CH:6]=[CH:7][C:2]=2[NH:1][C:62]([C:51]2[N:52]([CH2:54][O:55][CH2:56][CH2:57][Si:58]([CH3:61])([CH3:60])[CH3:59])[CH:53]=[C:49]([C:47]#[N:48])[N:50]=2)=[O:63])[CH2:21][CH2:20][CH2:19][CH2:18][CH:17]=1. The yield is 0.510. (7) The reactants are [C:1]([O:5][C:6]([N:8]1[CH2:12][CH2:11][CH2:10][CH:9]1[C:13]1[NH:14][C:15]([C:18]2[CH:23]=[CH:22][C:21]([Cl:24])=[CH:20][C:19]=2[CH:25]=O)=[CH:16][N:17]=1)=[O:7])([CH3:4])([CH3:3])[CH3:2].NO.[NH:29]1C=CN=C1.CN(C=O)C. The catalyst is C(O)C.CCOC(C)=O. The product is [C:1]([O:5][C:6]([N:8]1[CH2:12][CH2:11][CH2:10][CH:9]1[C:13]1[NH:14][C:15]([C:18]2[CH:23]=[CH:22][C:21]([Cl:24])=[CH:20][C:19]=2[C:25]#[N:29])=[CH:16][N:17]=1)=[O:7])([CH3:4])([CH3:3])[CH3:2]. The yield is 0.510. (8) The reactants are [Cl:1][C:2]1[CH:7]=[CH:6][C:5]([NH:8][C:9]([CH:11]2[CH2:16][N:15]([C:17](=[O:29])[C:18]3[CH:23]=[CH:22][CH:21]=[C:20]([C:24]4[O:25][CH:26]=[CH:27][CH:28]=4)[CH:19]=3)[CH2:14][CH2:13][NH:12]2)=[O:10])=[CH:4][CH:3]=1.C(N(CC)CC)C.[C:37](Cl)(=[O:42])[O:38][CH2:39][CH2:40][CH3:41]. The catalyst is ClCCl. The product is [Cl:1][C:2]1[CH:7]=[CH:6][C:5]([NH:8][C:9]([CH:11]2[CH2:16][N:15]([C:17](=[O:29])[C:18]3[CH:23]=[CH:22][CH:21]=[C:20]([C:24]4[O:25][CH:26]=[CH:27][CH:28]=4)[CH:19]=3)[CH2:14][CH2:13][N:12]2[C:37]([O:38][CH2:39][CH2:40][CH3:41])=[O:42])=[O:10])=[CH:4][CH:3]=1. The yield is 0.720.